Dataset: Forward reaction prediction with 1.9M reactions from USPTO patents (1976-2016). Task: Predict the product of the given reaction. (1) Given the reactants CCN(C(C)C)C(C)C.[S:10]([N:20]1[CH2:25][CH2:24][N:23]2[CH:26]=[CH:27][CH:28]=[C:22]2[CH:21]1[CH2:29][C:30]([OH:32])=O)([C:13]1[CH:19]=[CH:18][C:16]([CH3:17])=[CH:15][CH:14]=1)(=[O:12])=[O:11].CCN=C=NCCCN(C)C.Cl.C1C=CC2N(O)N=NC=2C=1.[F:55][CH:56]1[CH2:61][CH2:60][N:59]([CH2:62][C:63]2[CH:64]=[C:65]3[C:70](=[CH:71][CH:72]=2)[CH:69]([NH2:73])[CH2:68][CH2:67][CH2:66]3)[CH2:58][CH2:57]1, predict the reaction product. The product is: [F:55][CH:56]1[CH2:61][CH2:60][N:59]([CH2:62][C:63]2[CH:64]=[C:65]3[C:70](=[CH:71][CH:72]=2)[C@H:69]([NH:73][C:30](=[O:32])[CH2:29][CH:21]2[N:20]([S:10]([C:13]4[CH:19]=[CH:18][C:16]([CH3:17])=[CH:15][CH:14]=4)(=[O:11])=[O:12])[CH2:25][CH2:24][N:23]4[CH:26]=[CH:27][CH:28]=[C:22]24)[CH2:68][CH2:67][CH2:66]3)[CH2:58][CH2:57]1. (2) Given the reactants [Cl:1][C:2]1[CH:7]=[CH:6][C:5]([N:8]2[CH2:13][CH2:12][NH:11][C@H:10]([CH3:14])[CH2:9]2)=[CH:4][C:3]=1[O:15][CH3:16].[NH:17]1[CH:21]=[CH:20][N:19]=[C:18]1[C:22]1[C:30]2[C:25](=[N:26][CH:27]=[CH:28][CH:29]=2)[N:24]([CH2:31][C:32](O)=[O:33])[N:23]=1, predict the reaction product. The product is: [Cl:1][C:2]1[CH:7]=[CH:6][C:5]([N:8]2[CH2:13][CH2:12][N:11]([C:32](=[O:33])[CH2:31][N:24]3[C:25]4=[N:26][CH:27]=[CH:28][CH:29]=[C:30]4[C:22]([C:18]4[NH:17][CH:21]=[CH:20][N:19]=4)=[N:23]3)[C@H:10]([CH3:14])[CH2:9]2)=[CH:4][C:3]=1[O:15][CH3:16]. (3) Given the reactants [C:1]1([CH2:7][CH2:8][C:9](Cl)=[O:10])[CH:6]=[CH:5][CH:4]=[CH:3][CH:2]=1.[CH3:12][O:13][C:14]1[CH:19]=[CH:18][CH:17]=[CH:16][CH:15]=1.[Al+3].[Cl-].[Cl-].[Cl-].Cl, predict the reaction product. The product is: [CH3:12][O:13][C:14]1[CH:19]=[CH:18][C:17]([C:9](=[O:10])[CH2:8][CH2:7][C:1]2[CH:6]=[CH:5][CH:4]=[CH:3][CH:2]=2)=[CH:16][CH:15]=1. (4) Given the reactants [C:1]([C:5]1[CH:10]=[CH:9][C:8]([CH:11]2[NH:17][CH2:16][CH2:15][CH2:14][N:13]3[CH:18]=[CH:19][CH:20]=[C:12]23)=[CH:7][CH:6]=1)([CH3:4])([CH3:3])[CH3:2].[F:21][C:22]1[CH:27]=[C:26]([F:28])[CH:25]=[CH:24][C:23]=1[N:29]=[C:30]=[O:31], predict the reaction product. The product is: [C:1]([C:5]1[CH:6]=[CH:7][C:8]([CH:11]2[N:17]([C:30]([NH:29][C:23]3[CH:24]=[CH:25][C:26]([F:28])=[CH:27][C:22]=3[F:21])=[O:31])[CH2:16][CH2:15][CH2:14][N:13]3[CH:18]=[CH:19][CH:20]=[C:12]23)=[CH:9][CH:10]=1)([CH3:4])([CH3:2])[CH3:3].